This data is from Forward reaction prediction with 1.9M reactions from USPTO patents (1976-2016). The task is: Predict the product of the given reaction. The product is: [CH:11]1([N:8]2[C:9]3[C:5](=[CH:4][CH:3]=[C:2]([N:1]4[CH2:22][CH2:21][O:20][CH2:19][CH2:18]4)[CH:10]=3)[C:6]([C:15]#[N:16])=[CH:7]2)[CH2:14][CH2:13][CH2:12]1. Given the reactants [NH2:1][C:2]1[CH:10]=[C:9]2[C:5]([C:6]([C:15]#[N:16])=[CH:7][N:8]2[CH:11]2[CH2:14][CH2:13][CH2:12]2)=[CH:4][CH:3]=1.Br[CH2:18][CH2:19][O:20][CH2:21][CH2:22]Br.CCN(C(C)C)C(C)C, predict the reaction product.